From a dataset of Forward reaction prediction with 1.9M reactions from USPTO patents (1976-2016). Predict the product of the given reaction. (1) Given the reactants [CH3:1][O:2][C:3]1[S:4][C:5]([C:8]([OH:10])=O)=[CH:6][N:7]=1.C1C=NC2N(O)N=NC=2C=1.CCN=C=NCCCN(C)C.Cl.Cl.[NH2:34][C@H:35]([CH2:44][C:45]1[CH:50]=[CH:49][C:48]([C:51]2[CH:56]=[CH:55][CH:54]=[CH:53][CH:52]=2)=[CH:47][CH:46]=1)[CH2:36][C@@H:37]([CH3:43])[C:38]([O:40][CH2:41][CH3:42])=[O:39], predict the reaction product. The product is: [C:48]1([C:51]2[CH:52]=[CH:53][CH:54]=[CH:55][CH:56]=2)[CH:47]=[CH:46][C:45]([CH2:44][C@@H:35]([NH:34][C:8]([C:5]2[S:4][C:3]([O:2][CH3:1])=[N:7][CH:6]=2)=[O:10])[CH2:36][C@@H:37]([CH3:43])[C:38]([O:40][CH2:41][CH3:42])=[O:39])=[CH:50][CH:49]=1. (2) Given the reactants [CH3:1][S:2]([CH2:5][CH2:6][C:7]1[N:8]=[CH:9][C:10]([NH2:13])=[N:11][CH:12]=1)(=[O:4])=[O:3].C1C(=O)N([Br:21])C(=O)C1, predict the reaction product. The product is: [Br:21][C:9]1[C:10]([NH2:13])=[N:11][CH:12]=[C:7]([CH2:6][CH2:5][S:2]([CH3:1])(=[O:3])=[O:4])[N:8]=1. (3) Given the reactants C1(C2C=CC=CC=2CO)C2C(=CC=CC=2)C=CC=1.[CH3:19][C:20]1[CH:34]=[CH:33][C:23]([C:24]([C:26]2[CH:31]=[CH:30][C:29]([CH3:32])=[CH:28][CH:27]=2)=[O:25])=[CH:22][CH:21]=1.[BH4-].[Na+], predict the reaction product. The product is: [CH3:19][C:20]1[CH:21]=[CH:22][C:23]([CH:24]([C:26]2[CH:31]=[CH:30][C:29]([CH3:32])=[CH:28][CH:27]=2)[OH:25])=[CH:33][CH:34]=1. (4) The product is: [CH3:1][C:2]1[CH:7]=[CH:6][C:5]([S:8]([NH:18][C:19]2[CH:24]=[CH:23][C:22]([N+:25]([O-:27])=[O:26])=[CH:21][N:20]=2)(=[O:10])=[O:9])=[CH:4][CH:3]=1. Given the reactants [CH3:1][C:2]1[CH:7]=[CH:6][C:5]([S:8](Cl)(=[O:10])=[O:9])=[CH:4][CH:3]=1.N1C=CC=CC=1.[NH2:18][C:19]1[CH:24]=[CH:23][C:22]([N+:25]([O-:27])=[O:26])=[CH:21][N:20]=1, predict the reaction product. (5) Given the reactants C(OC([NH:8][C:9]1[C:14]([C:15](O)=[O:16])=[CH:13][C:12]([Cl:18])=[N:11][CH:10]=1)=O)(C)(C)C.[F:19][C:20]1[CH:21]=[CH:22][C:23]([CH3:29])=[C:24]([C:26](=O)[CH3:27])[CH:25]=1, predict the reaction product. The product is: [Cl:18][C:12]1[CH:13]=[C:14]2[C:9](=[CH:10][N:11]=1)[NH:8][C:26]([C:24]1[CH:25]=[C:20]([F:19])[CH:21]=[CH:22][C:23]=1[CH3:29])=[CH:27][C:15]2=[O:16]. (6) Given the reactants [CH3:1][N:2]([CH3:7])[S:3](Cl)(=[O:5])=[O:4].[NH2:8][C@@H:9]([CH2:14][C:15]1[CH:20]=[CH:19][C:18]([N+:21]([O-:23])=[O:22])=[CH:17][CH:16]=1)[C:10]([O:12][CH3:13])=[O:11], predict the reaction product. The product is: [CH3:1][N:2]([CH3:7])[S:3]([NH:8][C@@H:9]([CH2:14][C:15]1[CH:20]=[CH:19][C:18]([N+:21]([O-:23])=[O:22])=[CH:17][CH:16]=1)[C:10]([O:12][CH3:13])=[O:11])(=[O:5])=[O:4]. (7) The product is: [NH2:1][C:2]1[N:7]=[CH:6][N:5]=[C:4]([NH:8][C:9]2[C:27](=[O:28])[N:13]3[CH2:14][CH2:15][CH2:16][NH:17][C:18](=[O:19])[C:12]3=[C:11]([CH3:29])[CH:10]=2)[CH:3]=1. Given the reactants [NH2:1][C:2]1[N:7]=[CH:6][N:5]=[C:4]([NH:8][C:9]2[C:27](=[O:28])[N:13]3[CH2:14][CH2:15][CH2:16][N:17](CC4C=CC=CC=4)[C:18](=[O:19])[C:12]3=[C:11]([CH3:29])[CH:10]=2)[CH:3]=1.FC(F)(F)C(O)=O.C(=O)(O)[O-].[Na+], predict the reaction product. (8) Given the reactants C([O:8][C:9]1[CH:14]=[CH:13][CH:12]=[CH:11][C:10]=1[C:15]1([C:18]2[S:19][C:20]([CH3:33])=[C:21]([C:23]3[CH:28]=[C:27]([CH3:29])[C:26]([O:30][CH3:31])=[CH:25][C:24]=3[Cl:32])[N:22]=2)[CH2:17][CH2:16]1)C1C=CC=CC=1.C(O)C.C1CC=CCC=1, predict the reaction product. The product is: [Cl:32][C:24]1[CH:25]=[C:26]([O:30][CH3:31])[C:27]([CH3:29])=[CH:28][C:23]=1[C:21]1[N:22]=[C:18]([C:15]2([C:10]3[CH:11]=[CH:12][CH:13]=[CH:14][C:9]=3[OH:8])[CH2:17][CH2:16]2)[S:19][C:20]=1[CH3:33]. (9) Given the reactants [CH3:1][O:2][C:3]1[CH:4]=[C:5]([C:11]([C@@H:13]2[C@:22]3([CH3:23])[C@H:17]([C:18]([CH3:25])([CH3:24])[CH2:19][CH2:20][CH2:21]3)[CH2:16][C@@H:15]([NH2:26])[C@H:14]2[CH3:27])=[O:12])[CH:6]=[C:7]([O:9][CH3:10])[CH:8]=1.F[P-](F)(F)(F)(F)F.N1(O[P+](N2CCCC2)(N2CCCC2)N2CCCC2)C2C=CC=CC=2N=N1.[CH:61]1[C:70]2[C:65](=[CH:66][CH:67]=[CH:68][CH:69]=2)[CH:64]=[CH:63][C:62]=1[C:71](O)=[O:72].C(N(CC)C(C)C)(C)C, predict the reaction product. The product is: [CH3:10][O:9][C:7]1[CH:6]=[C:5]([C:11]([C@@H:13]2[C@:22]3([CH3:23])[C@H:17]([C:18]([CH3:25])([CH3:24])[CH2:19][CH2:20][CH2:21]3)[CH2:16][C@@H:15]([NH:26][C:71]([C:62]3[CH:63]=[CH:64][C:65]4[C:70](=[CH:69][CH:68]=[CH:67][CH:66]=4)[CH:61]=3)=[O:72])[C@H:14]2[CH3:27])=[O:12])[CH:4]=[C:3]([O:2][CH3:1])[CH:8]=1. (10) Given the reactants C(=O)([O-])[O-].[Na+].[Na+].[Cl:7][C:8]1[CH:13]=[CH:12][C:11]([O:14][CH3:15])=[C:10](I)[CH:9]=1.[Cl:17][C:18]1[CH:23]=[C:22](B(O)O)[CH:21]=[CH:20][N:19]=1, predict the reaction product. The product is: [Cl:17][C:18]1[CH:23]=[C:22]([C:10]2[CH:9]=[C:8]([Cl:7])[CH:13]=[CH:12][C:11]=2[O:14][CH3:15])[CH:21]=[CH:20][N:19]=1.